From a dataset of Reaction yield outcomes from USPTO patents with 853,638 reactions. Predict the reaction yield, written as a fraction of the theoretical maximum amount of product (1.0 means a 100% yield; for example, 0.34 means a 34% yield). (1) The reactants are [Si:1]([O:8][CH2:9][C@@H:10]([N:14]([CH2:22][C:23](=[O:27])[C:24](C)=[CH2:25])[C:15](=[O:21])[O:16][C:17]([CH3:20])([CH3:19])[CH3:18])[C:11](C)=[CH2:12])([C:4]([CH3:7])([CH3:6])[CH3:5])([CH3:3])[CH3:2].[Si](OC[C@@H]1C=C(C)C(=O)CN1C(OC(C)(C)C)=O)(C(C)(C)C)(C)C. No catalyst specified. The product is [Si:1]([O:8][CH2:9][C@@H:10]1[C:11]([CH3:12])=[C:24]([CH3:25])[C:23](=[O:27])[CH2:22][N:14]1[C:15]([O:16][C:17]([CH3:18])([CH3:20])[CH3:19])=[O:21])([C:4]([CH3:5])([CH3:6])[CH3:7])([CH3:2])[CH3:3]. The yield is 0.690. (2) The reactants are [F:1][C:2]1[CH:29]=[CH:28][CH:27]=[C:26]([F:30])[C:3]=1[C:4]([NH:6][C:7]1[S:8][C:9]([C:16]2[CH:21]=[CH:20][CH:19]=[C:18]([C:22]([F:25])([F:24])[F:23])[CH:17]=2)=[C:10]([C:12]([O:14]C)=[O:13])[N:11]=1)=[O:5].[OH-].[Na+].Cl. The catalyst is CO. The product is [F:30][C:26]1[CH:27]=[CH:28][CH:29]=[C:2]([F:1])[C:3]=1[C:4]([NH:6][C:7]1[S:8][C:9]([C:16]2[CH:21]=[CH:20][CH:19]=[C:18]([C:22]([F:23])([F:24])[F:25])[CH:17]=2)=[C:10]([C:12]([OH:14])=[O:13])[N:11]=1)=[O:5]. The yield is 0.950. (3) The yield is 0.650. The catalyst is CC([O-])=O.CC([O-])=O.[Pd+2].CN(C=O)C. The reactants are Br[C:2]1[C:3]([NH:9][C:10]2[CH:15]=[C:14]([Cl:16])[CH:13]=[CH:12][C:11]=2[O:17][CH2:18][CH:19]2[CH2:24][CH2:23][N:22]([CH3:25])[CH2:21][CH2:20]2)=[N:4][CH:5]=[C:6]([CH3:8])[CH:7]=1.C1CCN2C(=NCCC2)CC1. The product is [Cl:16][C:14]1[CH:13]=[CH:12][C:11]([O:17][CH2:18][CH:19]2[CH2:24][CH2:23][N:22]([CH3:25])[CH2:21][CH2:20]2)=[C:10]2[C:15]=1[C:2]1[CH:7]=[C:6]([CH3:8])[CH:5]=[N:4][C:3]=1[NH:9]2. (4) The reactants are [CH3:1][C:2]1[N:7]=[C:6]2[S:8][C:9]3[CH2:13][CH2:12][CH2:11][C:10]=3[C:5]2=[C:4]([C:14]([CH3:17])([CH3:16])[CH3:15])[C:3]=1[CH:18]([CH2:23][CH2:24][CH3:25])[C:19]([O:21]C)=[O:20].[OH-].[Na+].Cl. The catalyst is C(O)C. The product is [CH3:1][C:2]1[N:7]=[C:6]2[S:8][C:9]3[CH2:13][CH2:12][CH2:11][C:10]=3[C:5]2=[C:4]([C:14]([CH3:17])([CH3:16])[CH3:15])[C:3]=1[CH:18]([CH2:23][CH2:24][CH3:25])[C:19]([OH:21])=[O:20]. The yield is 0.440. (5) The reactants are [C:1]1([C:7]([CH3:16])([C:12]([O:14]C)=O)[C:8]([O:10]C)=O)[CH2:6][CH2:5][CH2:4][CH2:3][CH:2]=1.[CH2:17]([NH:19][C:20]([NH2:22])=[O:21])[CH3:18]. No catalyst specified. The product is [C:1]1([C:7]2([CH3:16])[C:8](=[O:10])[N:19]([CH2:17][CH3:18])[C:20](=[O:21])[NH:22][C:12]2=[O:14])[CH2:6][CH2:5][CH2:4][CH2:3][CH:2]=1. The yield is 0.330.